This data is from Reaction yield outcomes from USPTO patents with 853,638 reactions. The task is: Predict the reaction yield, written as a fraction of the theoretical maximum amount of product (1.0 means a 100% yield; for example, 0.34 means a 34% yield). (1) The reactants are [OH:1][CH2:2][CH2:3][N:4]1[CH2:12][C:11]2[C:6](=[CH:7][CH:8]=[C:9]([C:13]3[S:14][C:15](I)=[CH:16][CH:17]=3)[CH:10]=2)[C:5]1=[O:19].CC1(C)C(C)(C)OB([C:28]2[CH:29]=[C:30]([NH:34][C:35](=[O:41])[O:36][C:37]([CH3:40])([CH3:39])[CH3:38])[CH:31]=[N:32][CH:33]=2)O1. No catalyst specified. The product is [OH:1][CH2:2][CH2:3][N:4]1[CH2:12][C:11]2[C:6](=[CH:7][CH:8]=[C:9]([C:13]3[S:14][C:15]([C:28]4[CH:29]=[C:30]([NH:34][C:35](=[O:41])[O:36][C:37]([CH3:39])([CH3:38])[CH3:40])[CH:31]=[N:32][CH:33]=4)=[CH:16][CH:17]=3)[CH:10]=2)[C:5]1=[O:19]. The yield is 0.910. (2) The reactants are [OH:1][C:2]1[C:9]([CH3:10])=[CH:8][C:5]([C:6]#[N:7])=[CH:4][C:3]=1[CH3:11].[CH3:12][C:13]1([CH3:20])[O:17][C@H:16]([CH2:18]O)[CH2:15][O:14]1.C1(P(C2C=CC=CC=2)C2C=CC=CC=2)C=CC=CC=1.N(C(OCC)=O)=NC(OCC)=O. The catalyst is C1COCC1. The product is [CH3:12][C:13]1([CH3:20])[O:17][C@H:16]([CH2:18][O:1][C:2]2[C:3]([CH3:11])=[CH:4][C:5]([C:6]#[N:7])=[CH:8][C:9]=2[CH3:10])[CH2:15][O:14]1. The yield is 0.840. (3) The reactants are C([N:8](CC1C=CC=CC=1)[CH2:9][C:10]([F:17])([F:16])[C:11]([O:13][CH2:14][CH3:15])=[O:12])C1C=CC=CC=1.[C:25]([OH:31])([C:27]([F:30])([F:29])[F:28])=[O:26]. The catalyst is CCO. The product is [OH:31][C:25]([C:27]([F:30])([F:29])[F:28])=[O:26].[NH2:8][CH2:9][C:10]([F:17])([F:16])[C:11]([O:13][CH2:14][CH3:15])=[O:12]. The yield is 0.940. (4) The reactants are [CH2:1]([C:3]1[CH:11]=[CH:10][C:6]([C:7]([OH:9])=[O:8])=[CH:5][CH:4]=1)[CH3:2].[N+:12]([O-])([OH:14])=[O:13]. No catalyst specified. The product is [CH2:1]([C:3]1[CH:11]=[CH:10][C:6]([C:7]([OH:9])=[O:8])=[CH:5][C:4]=1[N+:12]([O-:14])=[O:13])[CH3:2]. The yield is 0.948.